This data is from Reaction yield outcomes from USPTO patents with 853,638 reactions. The task is: Predict the reaction yield, written as a fraction of the theoretical maximum amount of product (1.0 means a 100% yield; for example, 0.34 means a 34% yield). (1) The reactants are [F:1][CH:2]([F:15])[O:3][C:4]1[CH:14]=[C:7]2[N:8]=[C:9]([CH3:13])[CH:10]=[C:11]([OH:12])[N:6]2[N:5]=1.C(=O)([O-])[O-].[K+].[K+].[Cl:22][C:23]1[CH:28]=[CH:27][C:26]([CH2:29]Cl)=[CH:25][N:24]=1.O. The catalyst is CN(C)C=O. The product is [Cl:22][C:23]1[N:24]=[CH:25][C:26]([CH2:29][N:8]2[C:9]([CH3:13])=[CH:10][C:11](=[O:12])[N:6]3[N:5]=[C:4]([O:3][CH:2]([F:1])[F:15])[CH:14]=[C:7]23)=[CH:27][CH:28]=1. The yield is 0.290. (2) The reactants are FC1C=C2C(=CC=1F)N([S:12]([C:15]1[CH:20]=[CH:19][CH:18]=[CH:17][CH:16]=1)(=[O:14])=[O:13])C=C2I.[I:22][C:23]1[C:31]2[C:26](=[CH:27][C:28]([C:32]([F:35])([F:34])[F:33])=[CH:29][CH:30]=2)[NH:25][CH:24]=1. No catalyst specified. The product is [I:22][C:23]1[C:31]2[C:26](=[CH:27][C:28]([C:32]([F:33])([F:35])[F:34])=[CH:29][CH:30]=2)[N:25]([S:12]([C:15]2[CH:20]=[CH:19][CH:18]=[CH:17][CH:16]=2)(=[O:14])=[O:13])[CH:24]=1. The yield is 0.450. (3) The reactants are CCN(C(C)C)C(C)C.[Li]CCCC.CN(P(N(C)C)(N(C)C)=O)C.[O:26]1[CH2:30][CH2:29][CH2:28][CH:27]1[C:31]([O:33][CH3:34])=[O:32].[CH:35]1[CH:40]=[CH:39][CH:38]=[CH:37][CH:36]=1.C1[CH2:45][O:44][CH2:43]C1. The catalyst is CCOC(C)=O. The product is [CH2:43]([O:44][CH2:45][C:27]1([C:31]([O:33][CH3:34])=[O:32])[CH2:28][CH2:29][CH2:30][O:26]1)[C:35]1[CH:40]=[CH:39][CH:38]=[CH:37][CH:36]=1. The yield is 0.550. (4) The reactants are [Cl:1][C:2]1[C:3]([F:22])=[C:4]([C:14]2[CH:19]=[C:18]([O:20]C)[N:17]=[CH:16][N:15]=2)[C:5]([N:8]2[CH:12]=[C:11]([Cl:13])[N:10]=[N:9]2)=[CH:6][CH:7]=1.Br. The catalyst is CC(O)=O. The product is [Cl:1][C:2]1[C:3]([F:22])=[C:4]([C:14]2[N:15]=[CH:16][N:17]=[C:18]([OH:20])[CH:19]=2)[C:5]([N:8]2[CH:12]=[C:11]([Cl:13])[N:10]=[N:9]2)=[CH:6][CH:7]=1. The yield is 0.780. (5) The reactants are FC(F)(F)C(O)=O.[Br:8][C:9]1[CH:10]=[C:11]([CH:20]=[CH:21][CH:22]=1)[C:12]([C:14]1[CH:19]=[CH:18][CH:17]=[CH:16][CH:15]=1)=O.[BH4-].[Na+].[OH-].[Na+]. The catalyst is C(Cl)Cl. The product is [CH2:12]([C:11]1[CH:20]=[CH:21][CH:22]=[C:9]([Br:8])[CH:10]=1)[C:14]1[CH:15]=[CH:16][CH:17]=[CH:18][CH:19]=1. The yield is 0.920.